From a dataset of Full USPTO retrosynthesis dataset with 1.9M reactions from patents (1976-2016). Predict the reactants needed to synthesize the given product. (1) Given the product [OH:1][C:2]1([C:9]2[CH:14]=[CH:13][CH:12]=[CH:11][C:10]=2[O:15][CH3:16])[CH2:7][CH2:6][CH:5]([N:17]2[CH2:20][CH:19]([NH:21][C:22]([CH2:24][NH:25][C:26](=[O:37])[C:27]3[CH:32]=[CH:31][CH:30]=[C:29]([C:33]([F:36])([F:34])[F:35])[CH:28]=3)=[O:23])[CH2:18]2)[CH2:4][CH2:3]1, predict the reactants needed to synthesize it. The reactants are: [OH:1][C:2]1([C:9]2[CH:14]=[CH:13][CH:12]=[CH:11][C:10]=2[O:15][CH3:16])[CH2:7][CH2:6][C:5](=O)[CH2:4][CH2:3]1.[NH:17]1[CH2:20][CH:19]([NH:21][C:22]([CH2:24][NH:25][C:26](=[O:37])[C:27]2[CH:32]=[CH:31][CH:30]=[C:29]([C:33]([F:36])([F:35])[F:34])[CH:28]=2)=[O:23])[CH2:18]1. (2) The reactants are: [NH2:1][C@H:2]([C:4]1[C:5](=[O:15])[NH:6][C:7]2[C:12]([CH:13]=1)=[CH:11][C:10]([Cl:14])=[CH:9][CH:8]=2)[CH3:3].Cl[C:17]1[N:22]=[C:21]([N:23]2[C:27]([CH3:28])=[C:26]([CH3:29])[N:25]=[CH:24]2)[CH:20]=[CH:19][N:18]=1.CCN(C(C)C)C(C)C.O. Given the product [Cl:14][C:10]1[CH:11]=[C:12]2[C:7](=[CH:8][CH:9]=1)[NH:6][C:5](=[O:15])[C:4]([C@@H:2]([NH:1][C:17]1[N:22]=[C:21]([N:23]3[C:27]([CH3:28])=[C:26]([CH3:29])[N:25]=[CH:24]3)[CH:20]=[CH:19][N:18]=1)[CH3:3])=[CH:13]2, predict the reactants needed to synthesize it.